This data is from Forward reaction prediction with 1.9M reactions from USPTO patents (1976-2016). The task is: Predict the product of the given reaction. (1) Given the reactants [BH4-].[Na+].[Cl:3][C:4]1[C:5]([O:29][C:30](=[O:34])[N:31]([CH3:33])[CH3:32])=[CH:6][C:7]2[O:12][C:11](=[O:13])[C:10]([CH2:14][C:15]3[CH:20]=[CH:19][CH:18]=[C:17]([N+:21]([O-:23])=[O:22])[CH:16]=3)=[C:9]([CH2:24][C:25](=[O:27])[CH3:26])[C:8]=2[CH:28]=1.O, predict the reaction product. The product is: [Cl:3][C:4]1[C:5]([O:29][C:30](=[O:34])[N:31]([CH3:33])[CH3:32])=[CH:6][C:7]2[O:12][C:11](=[O:13])[C:10]([CH2:14][C:15]3[CH:20]=[CH:19][CH:18]=[C:17]([N+:21]([O-:23])=[O:22])[CH:16]=3)=[C:9]([CH2:24][CH:25]([OH:27])[CH3:26])[C:8]=2[CH:28]=1. (2) Given the reactants [C:1]([C:5]1[CH:6]=[C:7]([NH:11][C:12](=[O:25])[C:13]2[CH:18]=[CH:17][C:16]([CH:19]3[CH2:24][CH2:23][NH:22][CH2:21][CH2:20]3)=[CH:15][CH:14]=2)[CH:8]=[CH:9][CH:10]=1)([CH3:4])([CH3:3])[CH3:2].Br[C:27]1[CH:35]=[CH:34][C:30]([C:31]([OH:33])=[O:32])=[C:29]([Cl:36])[CH:28]=1.C(C1C=C(NC(C2C=CC(N3CCN(C4C=CC(C(O)=O)=CC=4)CC3)=C(F)C=2)=O)C=CC=1)(C)(C)C, predict the reaction product. The product is: [C:1]([C:5]1[CH:6]=[C:7]([NH:11][C:12]([C:13]2[CH:14]=[CH:15][C:16]([CH:19]3[CH2:24][CH2:23][N:22]([C:27]4[CH:35]=[CH:34][C:30]([C:31]([OH:33])=[O:32])=[C:29]([Cl:36])[CH:28]=4)[CH2:21][CH2:20]3)=[CH:17][CH:18]=2)=[O:25])[CH:8]=[CH:9][CH:10]=1)([CH3:4])([CH3:2])[CH3:3]. (3) Given the reactants [NH2:1][C@H](C1N(C2C=CC=CC=2)C(=O)C2C(C=1)=CC=CC=2C)C.ClC1N=C(Cl)C(Cl)=CN=1.C(N(CC)CC)C.[Cl:38][C:39]1[N:44]=[C:43]([NH:45][C@H:46]([C:48]2[N:49]([C:60]3[CH:65]=[CH:64][CH:63]=[CH:62][CH:61]=3)[C:50](=[O:59])[C:51]3[C:56]([CH:57]=2)=[CH:55][CH:54]=[CH:53][C:52]=3[CH3:58])[CH3:47])[C:42]([Cl:66])=[CH:41][N:40]=1, predict the reaction product. The product is: [NH2:1][C:39]1[N:44]=[C:43]([NH:45][C@H:46]([C:48]2[N:49]([C:60]3[CH:61]=[CH:62][CH:63]=[CH:64][CH:65]=3)[C:50](=[O:59])[C:51]3[C:56]([CH:57]=2)=[CH:55][CH:54]=[CH:53][C:52]=3[CH3:58])[CH3:47])[C:42]([Cl:66])=[CH:41][N:40]=1.[Cl:38][C:39]1[N:44]=[C:43]([NH:45][C@H:46]([C:48]2[N:49]([C:60]3[CH:61]=[CH:62][CH:63]=[CH:64][CH:65]=3)[C:50](=[O:59])[C:51]3[C:56]([CH:57]=2)=[CH:55][CH:54]=[CH:53][C:52]=3[CH3:58])[CH3:47])[C:42]([Cl:66])=[CH:41][N:40]=1.